This data is from NCI-60 drug combinations with 297,098 pairs across 59 cell lines. The task is: Regression. Given two drug SMILES strings and cell line genomic features, predict the synergy score measuring deviation from expected non-interaction effect. Drug 1: CC1=C(C(CCC1)(C)C)C=CC(=CC=CC(=CC(=O)O)C)C. Drug 2: CC(C)(C#N)C1=CC(=CC(=C1)CN2C=NC=N2)C(C)(C)C#N. Cell line: OVCAR-4. Synergy scores: CSS=3.32, Synergy_ZIP=-1.07, Synergy_Bliss=1.10, Synergy_Loewe=-0.497, Synergy_HSA=-0.0969.